From a dataset of NCI-60 drug combinations with 297,098 pairs across 59 cell lines. Regression. Given two drug SMILES strings and cell line genomic features, predict the synergy score measuring deviation from expected non-interaction effect. (1) Drug 1: CC1CCC2CC(C(=CC=CC=CC(CC(C(=O)C(C(C(=CC(C(=O)CC(OC(=O)C3CCCCN3C(=O)C(=O)C1(O2)O)C(C)CC4CCC(C(C4)OC)OCCO)C)C)O)OC)C)C)C)OC. Drug 2: C1C(C(OC1N2C=NC(=NC2=O)N)CO)O. Cell line: SF-539. Synergy scores: CSS=-12.0, Synergy_ZIP=1.45, Synergy_Bliss=-6.71, Synergy_Loewe=-17.1, Synergy_HSA=-16.1. (2) Drug 1: CC1=CC2C(CCC3(C2CCC3(C(=O)C)OC(=O)C)C)C4(C1=CC(=O)CC4)C. Drug 2: CCC1(CC2CC(C3=C(CCN(C2)C1)C4=CC=CC=C4N3)(C5=C(C=C6C(=C5)C78CCN9C7C(C=CC9)(C(C(C8N6C=O)(C(=O)OC)O)OC(=O)C)CC)OC)C(=O)OC)O.OS(=O)(=O)O. Cell line: RPMI-8226. Synergy scores: CSS=63.5, Synergy_ZIP=13.9, Synergy_Bliss=15.9, Synergy_Loewe=-31.0, Synergy_HSA=10.5. (3) Drug 1: C1CCC(CC1)NC(=O)N(CCCl)N=O. Drug 2: B(C(CC(C)C)NC(=O)C(CC1=CC=CC=C1)NC(=O)C2=NC=CN=C2)(O)O. Cell line: HCC-2998. Synergy scores: CSS=4.42, Synergy_ZIP=-1.06, Synergy_Bliss=-2.00, Synergy_Loewe=-3.44, Synergy_HSA=-4.71. (4) Drug 1: C1CCC(CC1)NC(=O)N(CCCl)N=O. Drug 2: C1=CN(C=N1)CC(O)(P(=O)(O)O)P(=O)(O)O. Cell line: HCT-15. Synergy scores: CSS=-1.88, Synergy_ZIP=-4.76, Synergy_Bliss=-12.2, Synergy_Loewe=-14.4, Synergy_HSA=-14.3. (5) Drug 1: CS(=O)(=O)C1=CC(=C(C=C1)C(=O)NC2=CC(=C(C=C2)Cl)C3=CC=CC=N3)Cl. Drug 2: CC1CCC2CC(C(=CC=CC=CC(CC(C(=O)C(C(C(=CC(C(=O)CC(OC(=O)C3CCCCN3C(=O)C(=O)C1(O2)O)C(C)CC4CCC(C(C4)OC)OCCO)C)C)O)OC)C)C)C)OC. Synergy scores: CSS=19.1, Synergy_ZIP=-0.561, Synergy_Bliss=0.153, Synergy_Loewe=-32.4, Synergy_HSA=-0.360. Cell line: HCT116. (6) Drug 1: CC1=C(C=C(C=C1)NC(=O)C2=CC=C(C=C2)CN3CCN(CC3)C)NC4=NC=CC(=N4)C5=CN=CC=C5. Drug 2: CCC1(C2=C(COC1=O)C(=O)N3CC4=CC5=C(C=CC(=C5CN(C)C)O)N=C4C3=C2)O.Cl. Cell line: NCI/ADR-RES. Synergy scores: CSS=8.87, Synergy_ZIP=-7.33, Synergy_Bliss=-0.855, Synergy_Loewe=-20.3, Synergy_HSA=0.0968. (7) Drug 1: C1CN1C2=NC(=NC(=N2)N3CC3)N4CC4. Drug 2: CCN(CC)CCCC(C)NC1=C2C=C(C=CC2=NC3=C1C=CC(=C3)Cl)OC. Cell line: OVCAR3. Synergy scores: CSS=15.7, Synergy_ZIP=-8.83, Synergy_Bliss=-3.80, Synergy_Loewe=-5.33, Synergy_HSA=-3.42.